This data is from Retrosynthesis with 50K atom-mapped reactions and 10 reaction types from USPTO. The task is: Predict the reactants needed to synthesize the given product. (1) Given the product CCOC(=O)C(=O)NCc1ccccn1, predict the reactants needed to synthesize it. The reactants are: CCOC(=O)C(=O)Cl.NCc1ccccn1. (2) Given the product Cc1ccc([N+](=O)[O-])c2ccn(C(=O)c3ccc(OCc4ccccc4)c(C(C)C)c3)c12, predict the reactants needed to synthesize it. The reactants are: CC(C)c1cc(C(=O)Cl)ccc1OCc1ccccc1.Cc1ccc([N+](=O)[O-])c2cc[nH]c12. (3) Given the product CC1C(=O)CC(=O)N2CCC[C@@H]12, predict the reactants needed to synthesize it. The reactants are: COC(=O)C1C(=O)C(C)[C@@H]2CCCN2C1=O. (4) Given the product CC(C)S(=O)(=O)c1cc(O)c2[nH]nc(Nc3nccs3)c2c1, predict the reactants needed to synthesize it. The reactants are: CC(C)S(=O)(=O)c1cc(OCc2ccccc2)c2[nH]nc(Nc3nccs3)c2c1. (5) The reactants are: O=C(c1ccc(NCc2ccc(Cl)cc2)cc1)N1CCN(c2ccccc2)CC1.O=S(=O)(Cl)c1ccccc1. Given the product O=C(c1ccc(N(Cc2ccc(Cl)cc2)S(=O)(=O)c2ccccc2)cc1)N1CCN(c2ccccc2)CC1, predict the reactants needed to synthesize it. (6) Given the product COc1ccc(N(C(=O)CN2C(=O)C(Cc3n[nH]c4ccccc34)C(=O)N(c3ccccc3)c3ccccc32)C(C)C)cc1, predict the reactants needed to synthesize it. The reactants are: COc1ccc(N(C(=O)CN2C(=O)C(Cc3nn(Cc4ccccc4)c4ccccc34)C(=O)N(c3ccccc3)c3ccccc32)C(C)C)cc1. (7) Given the product CC(C)(C)OC(=O)N1CC(n2cc(B3OC(C)(C)C(C)(C)O3)cn2)C1, predict the reactants needed to synthesize it. The reactants are: CC(C)(C)OC(=O)N1CC(I)C1.CC1(C)OB(c2cn[nH]c2)OC1(C)C. (8) Given the product CCOC(=O)C1(c2ccc(-c3ccc(-c4onc(C)c4Nc4cccc(-c5ccccc5F)n4)cc3)cc2)CC1, predict the reactants needed to synthesize it. The reactants are: CC1(C)OB(c2ccccc2F)OC1(C)C.CCOC(=O)C1(c2ccc(-c3ccc(-c4onc(C)c4Nc4cccc(Br)n4)cc3)cc2)CC1. (9) Given the product CCOc1ccc(C=C2Oc3cc(O)ccc3C2=O)cc1OC, predict the reactants needed to synthesize it. The reactants are: CCOc1ccc(C=O)cc1OC.O=C1COc2cc(O)ccc21.